This data is from Full USPTO retrosynthesis dataset with 1.9M reactions from patents (1976-2016). The task is: Predict the reactants needed to synthesize the given product. (1) Given the product [CH:25]([N:21]1[C:20]([C:15]2[C:14]([CH2:13][O:12][C:11]3[C:6]([CH:2]=[O:1])=[CH:7][C:8]([O:28][CH3:29])=[N:9][CH:10]=3)=[CH:19][CH:18]=[CH:17][N:16]=2)=[N:24][CH:23]=[N:22]1)([CH3:27])[CH3:26], predict the reactants needed to synthesize it. The reactants are: [O:1]1CCO[CH:2]1[C:6]1[C:11]([O:12][CH2:13][C:14]2[C:15]([C:20]3[N:21]([CH:25]([CH3:27])[CH3:26])[N:22]=[CH:23][N:24]=3)=[N:16][CH:17]=[CH:18][CH:19]=2)=[CH:10][N:9]=[C:8]([O:28][CH3:29])[CH:7]=1.Cl. (2) The reactants are: [CH:1]([NH:4][C:5]1[O:9][C:8]([C:10]2[CH:11]=[C:12]3[C:16](=[CH:17][CH:18]=2)[N:15](S(C2C=CC(C)=CC=2)(=O)=O)[CH:14]=[C:13]3[C:29]2[N:34]=[C:33]([C:35]([NH:37][CH3:38])=[O:36])[CH:32]=[CH:31][CH:30]=2)=[N:7][N:6]=1)([CH3:3])[CH3:2].[OH-].[Na+]. Given the product [CH:1]([NH:4][C:5]1[O:9][C:8]([C:10]2[CH:11]=[C:12]3[C:16](=[CH:17][CH:18]=2)[NH:15][CH:14]=[C:13]3[C:29]2[N:34]=[C:33]([C:35]([NH:37][CH3:38])=[O:36])[CH:32]=[CH:31][CH:30]=2)=[N:7][N:6]=1)([CH3:3])[CH3:2], predict the reactants needed to synthesize it. (3) Given the product [CH3:17][CH:16]([O:15][C:13]([C:12]1[C:7]([N:1]2[CH2:2][CH2:3][N:4]([CH2:19][C:21]3[CH:22]=[C:23]4[C:28](=[CH:29][CH:30]=3)[CH2:27][N:26]([C:31]([O:33][C:34]([CH3:37])([CH3:36])[CH3:35])=[O:32])[CH2:25][CH2:24]4)[CH2:5][CH2:6]2)=[N:8][CH:9]=[CH:10][CH:11]=1)=[O:14])[CH3:18], predict the reactants needed to synthesize it. The reactants are: [N:1]1([C:7]2[C:12]([C:13]([O:15][CH:16]([CH3:18])[CH3:17])=[O:14])=[CH:11][CH:10]=[CH:9][N:8]=2)[CH2:6][CH2:5][NH:4][CH2:3][CH2:2]1.[CH:19]([C:21]1[CH:22]=[C:23]2[C:28](=[CH:29][CH:30]=1)[CH2:27][N:26]([C:31]([O:33][C:34]([CH3:37])([CH3:36])[CH3:35])=[O:32])[CH2:25][CH2:24]2)=O.C(O)(=O)C.C([BH3-])#N.[Na+].